This data is from Forward reaction prediction with 1.9M reactions from USPTO patents (1976-2016). The task is: Predict the product of the given reaction. Given the reactants [SH:1][C:2]1[C:11]2[C:6](=[CH:7][C:8]([O:14][CH3:15])=[C:9]([O:12][CH3:13])[CH:10]=2)[N:5]=[CH:4][C:3]=1[C:16]#[N:17].Cl[CH2:19][C:20](=[O:22])[CH3:21].[OH-].[Na+], predict the reaction product. The product is: [NH2:17][C:16]1[C:3]2[CH:4]=[N:5][C:6]3[CH:7]=[C:8]([O:14][CH3:15])[C:9]([O:12][CH3:13])=[CH:10][C:11]=3[C:2]=2[S:1][C:19]=1[C:20](=[O:22])[CH3:21].